From a dataset of Forward reaction prediction with 1.9M reactions from USPTO patents (1976-2016). Predict the product of the given reaction. Given the reactants [CH3:1][O:2][C:3]1[CH:4]=[C:5]2[C:10](=[CH:11][C:12]=1[O:13][CH3:14])[C:9]([CH3:15])=[N:8][C:7]([OH:16])=[CH:6]2.[OH-].[K+].Cl.Cl[CH2:21][C:22]1[CH:23]=[N:24][C:25]2[C:30]([CH:31]=1)=[CH:29][CH:28]=[C:27]([O:32][CH2:33][CH3:34])[CH:26]=2, predict the reaction product. The product is: [CH2:33]([O:32][C:27]1[CH:26]=[C:25]2[C:30]([CH:31]=[C:22]([CH2:21][C:6]3[C:5]4[C:10](=[CH:11][C:12]([O:13][CH3:14])=[C:3]([O:2][CH3:1])[CH:4]=4)[C:9]([CH3:15])=[N:8][C:7]=3[OH:16])[CH:23]=[N:24]2)=[CH:29][CH:28]=1)[CH3:34].